This data is from Full USPTO retrosynthesis dataset with 1.9M reactions from patents (1976-2016). The task is: Predict the reactants needed to synthesize the given product. (1) Given the product [CH2:16]([O:18]/[CH:19]=[CH:20]/[C:21]([NH:2][NH:1][C:3]1[CH:8]=[CH:7][CH:6]=[CH:5][N:4]=1)=[O:22])[CH3:17], predict the reactants needed to synthesize it. The reactants are: [NH:1]([C:3]1[CH:8]=[CH:7][CH:6]=[CH:5][N:4]=1)[NH2:2].C(N(CC)CC)C.[CH2:16]([O:18]/[CH:19]=[CH:20]/[C:21](Cl)=[O:22])[CH3:17]. (2) Given the product [OH:26][C:23]1[CH:24]=[CH:25][C:20]([CH:12]2[CH:13]([CH2:17][O:18][CH3:19])[C:14]3[CH:15]=[CH:16][C:3]([OH:2])=[CH:4][C:5]=3[CH:6]3[CH:11]2[CH2:10][CH2:9][CH2:8][CH2:7]3)=[CH:21][CH:22]=1, predict the reactants needed to synthesize it. The reactants are: C[O:2][C:3]1[CH:4]=[C:5]2[C:14](=[CH:15][CH:16]=1)[CH:13]([CH2:17][O:18][CH3:19])[CH:12]([C:20]1[CH:25]=[CH:24][C:23]([O:26]C)=[CH:22][CH:21]=1)[CH:11]1[CH:6]2[CH2:7][CH2:8][CH2:9][CH2:10]1.C([S-])C.[Na+].CN(C=O)C.